Dataset: Forward reaction prediction with 1.9M reactions from USPTO patents (1976-2016). Task: Predict the product of the given reaction. (1) Given the reactants [F:1][C:2]([F:23])([F:22])[C:3]1[CH:4]=[C:5]([C:13]2([C:18]([F:21])([F:20])[F:19])[CH2:17][CH2:16][NH:15][CH2:14]2)[CH:6]=[C:7]([C:9]([F:12])([F:11])[F:10])[CH:8]=1.[Br:24][C:25]1[CH:30]=[CH:29][CH:28]=[C:27](Br)[N:26]=1.C(N(CC)C(C)C)(C)C.CC(N(C)C)=O, predict the reaction product. The product is: [F:12][C:9]([F:10])([F:11])[C:7]1[CH:6]=[C:5]([C:13]2([C:18]([F:21])([F:19])[F:20])[CH2:17][CH2:16][N:15]([C:27]3[CH:28]=[CH:29][CH:30]=[C:25]([Br:24])[N:26]=3)[CH2:14]2)[CH:4]=[C:3]([C:2]([F:22])([F:1])[F:23])[CH:8]=1. (2) Given the reactants [C:1]([O:5][C:6](=[O:48])[CH2:7][N:8]([S:37]([C:40]1[CH:45]=[C:44]([Cl:46])[CH:43]=[C:42]([Cl:47])[CH:41]=1)(=[O:39])=[O:38])[C:9]1[CH:10]=[C:11]2[C:15](=[CH:16][CH:17]=1)[N:14]([C:18]1[N:19]=[N:20][C:21]([O:24][CH:25]3COC(C4C=CC=CC=4)[O:27][CH2:26]3)=[CH:22][CH:23]=1)[CH:13]=[CH:12]2)([CH3:4])([CH3:3])[CH3:2].[O:49]1CCC[CH2:50]1.O, predict the reaction product. The product is: [C:1]([O:5][C:6](=[O:48])[CH2:7][N:8]([S:37]([C:40]1[CH:41]=[C:42]([Cl:47])[CH:43]=[C:44]([Cl:46])[CH:45]=1)(=[O:39])=[O:38])[C:9]1[CH:10]=[C:11]2[C:15](=[CH:16][CH:17]=1)[N:14]([C:18]1[N:19]=[N:20][C:21]([O:24][CH2:25][CH:26]([OH:27])[CH2:50][OH:49])=[CH:22][CH:23]=1)[CH:13]=[CH:12]2)([CH3:2])([CH3:4])[CH3:3]. (3) Given the reactants [C:1]([N:8]1[CH2:13][CH2:12][NH:11][CH2:10][CH2:9]1)([O:3][C:4]([CH3:7])([CH3:6])[CH3:5])=[O:2].Cl.CN(C)CCCN=C=NCC.ON1C2C=CC=CC=2N=N1.[F:36][C:37]1[C:45]([C:46]([F:49])([F:48])[F:47])=[CH:44][CH:43]=[CH:42][C:38]=1[C:39](O)=[O:40], predict the reaction product. The product is: [F:36][C:37]1[C:45]([C:46]([F:47])([F:48])[F:49])=[CH:44][CH:43]=[CH:42][C:38]=1[C:39]([N:11]1[CH2:10][CH2:9][N:8]([C:1]([O:3][C:4]([CH3:7])([CH3:6])[CH3:5])=[O:2])[CH2:13][CH2:12]1)=[O:40]. (4) Given the reactants [CH3:1][C:2]([CH:17]1[CH2:22][NH:21][C:20](=[O:23])[CH2:19][O:18]1)([S:4]([C:7]1[CH:12]=[CH:11][CH:10]=[C:9]([C:13]([F:16])([F:15])[F:14])[CH:8]=1)(=[O:6])=[O:5])[CH3:3].C([O-])([O-])=O.[Cs+].[Cs+].Br[C:31]1[CH:36]=[CH:35][C:34]([C:37]([F:40])([F:39])[F:38])=[CH:33][N:32]=1.N1C2C(=CC=C3C=2N=CC=C3)C=CC=1, predict the reaction product. The product is: [CH3:3][C:2]([CH:17]1[CH2:22][N:21]([C:31]2[CH:36]=[CH:35][C:34]([C:37]([F:40])([F:39])[F:38])=[CH:33][N:32]=2)[C:20](=[O:23])[CH2:19][O:18]1)([S:4]([C:7]1[CH:12]=[CH:11][CH:10]=[C:9]([C:13]([F:15])([F:14])[F:16])[CH:8]=1)(=[O:5])=[O:6])[CH3:1]. (5) Given the reactants [NH2:1][C:2]1[C:3]([CH3:10])=[C:4]([CH:7]=[CH:8][CH:9]=1)[CH2:5][OH:6].C(O[C:15](=[O:17])[CH3:16])(=O)C.[C:18]([O-:21])(=O)[CH3:19].[K+].[N:23](OCCC(C)C)=O.C1OCCOCCOCCOCCOCCOC1, predict the reaction product. The product is: [C:18]([N:1]1[C:2]2[C:3](=[C:4]([CH2:5][O:6][C:15](=[O:17])[CH3:16])[CH:7]=[CH:8][CH:9]=2)[CH:10]=[N:23]1)(=[O:21])[CH3:19]. (6) Given the reactants COC(=O)C(O)=CC(=O)N(C[C:9]1[CH:14]=[CH:13][C:12]([Cl:15])=[CH:11][CH:10]=1)C[C:9]1[CH:14]=[CH:13][C:12]([Cl:15])=[C:11](Cl)[CH:10]=1.C=O.CN.[Cl:32][C:33]1[CH:34]=[C:35]([CH:49]=[CH:50][C:51]=1[Cl:52])[CH2:36][N:37]([CH3:48])[C:38]([C:40]1[CH2:41][N:42]([CH3:47])[C:43](=[O:46])[C:44]=1[OH:45])=[O:39], predict the reaction product. The product is: [Cl:15][C:12]1[CH:13]=[CH:14][C:9]([CH2:48][N:37]([CH2:36][C:35]2[CH:49]=[CH:50][C:51]([Cl:52])=[C:33]([Cl:32])[CH:34]=2)[C:38]([C:40]2[CH2:41][N:42]([CH3:47])[C:43](=[O:46])[C:44]=2[OH:45])=[O:39])=[CH:10][CH:11]=1.